Dataset: Experimentally validated miRNA-target interactions with 360,000+ pairs, plus equal number of negative samples. Task: Binary Classification. Given a miRNA mature sequence and a target amino acid sequence, predict their likelihood of interaction. (1) The miRNA is rno-miR-200b-3p with sequence UAAUACUGCCUGGUAAUGAUGAC. The protein sequence of the target gene is MPVLSARRRELADHAGSGRRSGPSPTARSGPHLSALRAQPARAAHLSGRGTYVRRDTAGGGPGQARPLGPPGTSLLGRGARRSGEGWCPGAFESGARAARPPSRVEPRLATAASREGAGLPRAEVAAGSGRGARSGEWGLAAAGAWETMHHCKRYRSPEPDPYLSYRWKRRRSYSREHEGRLRYPSRREPPPRRSRSRSHDRLPYQRRYRERRDSDTYRCEERSPSFGEDYYGPSRSRHRRRSRERGPYRTRKHAHHCHKRRTRSCSSASSRSQQSSKRSSRSVEDDKEGHLVCRIGDWL.... Result: 0 (no interaction). (2) The miRNA is hsa-miR-3662 with sequence GAAAAUGAUGAGUAGUGACUGAUG. The protein sequence of the target gene is MNRLYLTPDGFFFRVHMLALDSSSCNKPCPEFKPGSRYIVMGHIYHKRRQLPTALLQVLRGRLRPGDGLLRSSSSYVKRFNRKREGQIQGAIHTQCI. Result: 1 (interaction). (3) The miRNA is hsa-miR-6773-5p with sequence UUGGGCCCAGGAGUAAACAGGAU. The protein sequence of the target gene is MASNSWNASSSPGEAREDGPEGLDKGLDNDAEGVWSPDIEQSFQEALAIYPPCGRRKIILSDEGKMYGRNELIARYIKLRTGKTRTRKQVSSHIQVLARKKVREYQVGIKAMNLDQVSKDKALQSMASMSSAQIVSASVLQNKFSPPSPLPQAVFSTSSRFWSSPPLLGQQPGPSQDIKPFAQPAYPIQPPLPPTLSSYEPLAPLPSAAASVPVWQDRTIASSRLRLLEYSAFMEVQRDPDTYSKHLFVHIGQTNPAFSDPPLEAVDVRQIYDKFPEKKGGLKELYEKGPPNAFFLVKFW.... Result: 0 (no interaction). (4) The miRNA is hsa-miR-3144-5p with sequence AGGGGACCAAAGAGAUAUAUAG. The protein sequence of the target gene is MDEQSVESIAEVFRCFICMEKLRDARLCPHCSKLCCFSCIRRWLTEQRAQCPHCRAPLQLRELVNCRWAEEVTQQLDTLQLCSLTKHEENEKDKCENHHEKLSVFCWTCKKCICHQCALWGGMHGGHTFKPLAEIYEQHVTKVNEEVAKLRRRLMELISLVQEVERNVEAVRNAKDERVREIRNAVEMMIARLDTQLKNKLITLMGQKTSLTQETELLESLLQEVEHQLRSCSKSELISKSSEILMMFQQVHRKPMASFVTTPVPPDFTSELVPSYDSATFVLENFSTLRQRADPVYSPP.... Result: 0 (no interaction). (5) The miRNA is hsa-miR-496 with sequence UGAGUAUUACAUGGCCAAUCUC. The protein sequence of the target gene is MLTAVCGSLGSQHTDAPHASPPRLDLQPLQTYQGHTSPEAGDYPSPLQPGELQSLPLGPEVDFSQGYELPGASSRVTCEDLESDSPLAPGPFSKLLQPDMSHHYESWFRPTHPGTEDGSWWDLHPGTSWMDLPHTQGALTSPGHPGALQPALGGYVGDHQLCAPPPHPHPHHLLPAAGGQHLLGPPDGAKALEAAAQESQGLDSSLDAASRPKGSRRSVPRSSGQTVCRCPNCLEAERLGAPCGPDGGKKKHLHNCHIPGCGKAYAKTSHLKAHLRWHSGDRPFVCNWLFCGKRFTRSDE.... Result: 0 (no interaction).